From a dataset of Forward reaction prediction with 1.9M reactions from USPTO patents (1976-2016). Predict the product of the given reaction. (1) Given the reactants C([N:8](CC1C=CC=CC=1)[C:9]1([CH2:14][NH:15][C:16]2[C:25]3[C:20](=[CH:21][CH:22]=C(C)[CH:24]=3)[N:19]=[C:18]([N:27]3[CH2:33][C:32]4[CH:34]=[CH:35][CH:36]=[CH:37][C:31]=4[S:30](=[O:39])(=[O:38])[CH2:29][CH2:28]3)[CH:17]=2)C[CH2:12][O:11][CH2:10]1)C1C=CC=CC=1.[NH2:47]CC1(N(CC2C=CC=CC=2)CC2C=CC=CC=2)COC1, predict the reaction product. The product is: [NH2:8][C:9]1([CH2:14][NH:15][C:16]2[C:25]3[C:20](=[CH:21][CH:22]=[N:47][CH:24]=3)[N:19]=[C:18]([N:27]3[CH2:33][C:32]4[CH:34]=[CH:35][CH:36]=[CH:37][C:31]=4[S:30](=[O:39])(=[O:38])[CH2:29][CH2:28]3)[CH:17]=2)[CH2:10][O:11][CH2:12]1. (2) Given the reactants CC1C=CC(S(O[CH2:12][CH:13]2[CH2:17][C:16]3[CH:18]=[C:19]([C:23]4[CH:28]=[CH:27][CH:26]=[C:25]([F:29])[CH:24]=4)[CH:20]=[C:21]([F:22])[C:15]=3[O:14]2)(=O)=O)=CC=1.[CH3:30][NH2:31], predict the reaction product. The product is: [F:22][C:21]1[C:15]2[O:14][CH:13]([CH2:12][NH:31][CH3:30])[CH2:17][C:16]=2[CH:18]=[C:19]([C:23]2[CH:28]=[CH:27][CH:26]=[C:25]([F:29])[CH:24]=2)[CH:20]=1. (3) Given the reactants [CH3:1][C:2]1([CH3:31])[CH2:11][CH:10]=[C:9]([C:12]2[CH:17]=[CH:16][CH:15]=[CH:14][N:13]=2)[C:8]2[CH:7]=[C:6]([C:18]#[C:19][C:20]3[CH:30]=[CH:29][C:23]([C:24]([O:26]CC)=[O:25])=[CH:22][CH:21]=3)[CH:5]=[CH:4][C:3]1=2.O[Li].O, predict the reaction product. The product is: [CH3:1][C:2]1([CH3:31])[CH2:11][CH:10]=[C:9]([C:12]2[CH:17]=[CH:16][CH:15]=[CH:14][N:13]=2)[C:8]2[CH:7]=[C:6]([C:18]#[C:19][C:20]3[CH:21]=[CH:22][C:23]([C:24]([OH:26])=[O:25])=[CH:29][CH:30]=3)[CH:5]=[CH:4][C:3]1=2. (4) Given the reactants [NH2:1]/[C:2](=[N:14]\[OH:15])/[CH2:3][N:4]1[CH:8]=[C:7]([C:9]([O:11][CH2:12][CH3:13])=[O:10])[CH:6]=[N:5]1.[F:16][C:17]([F:28])([F:27])[C:18]1[CH:19]=[C:20]([CH:24]=[CH:25][CH:26]=1)[C:21](Cl)=O.O, predict the reaction product. The product is: [F:16][C:17]([F:27])([F:28])[C:18]1[CH:19]=[C:20]([C:21]2[O:15][N:14]=[C:2]([CH2:3][N:4]3[CH:8]=[C:7]([C:9]([O:11][CH2:12][CH3:13])=[O:10])[CH:6]=[N:5]3)[N:1]=2)[CH:24]=[CH:25][CH:26]=1. (5) Given the reactants [H-].[Na+].[Br:3][C:4]1[CH:5]=[C:6]2[C:11](=[N:12][CH:13]=1)[NH:10][CH2:9][CH2:8][CH2:7]2.[C:14](O[C:14]([O:16][C:17]([CH3:20])([CH3:19])[CH3:18])=[O:15])([O:16][C:17]([CH3:20])([CH3:19])[CH3:18])=[O:15], predict the reaction product. The product is: [C:17]([O:16][C:14]([N:10]1[C:11]2[C:6](=[CH:5][C:4]([Br:3])=[CH:13][N:12]=2)[CH2:7][CH2:8][CH2:9]1)=[O:15])([CH3:20])([CH3:19])[CH3:18].